From a dataset of In vitro SARS-CoV-2 activity screen of 1,480 approved drugs from Prestwick library. Binary Classification. Given a drug SMILES string, predict its activity (active/inactive) in a high-throughput screening assay against a specified biological target. (1) The compound is CC(C)c1cc2c(cc1S(=O)(=O)[O-])[C@@]1(C)CCC[C@@](C)(C(=O)O)[C@@H]1CC2.[Na+]. The result is 0 (inactive). (2) The compound is Cn1cnc([N+](=O)[O-])c1Sc1ncnc2nc[nH]c12. The result is 0 (inactive). (3) The molecule is COc1cc2nc(N3CCN(C(=O)c4ccco4)CC3)nc(N)c2cc1OC.Cl. The result is 0 (inactive). (4) The molecule is CCOCCn1c(N2CCCN(C)CC2)nc2ccccc21.O=C(O)/C=C/C(=O)O.O=C(O)/C=C/C(=O)O. The result is 0 (inactive). (5) The molecule is CNNCc1ccc(C(=O)NC(C)C)cc1.Cl. The result is 0 (inactive). (6) The compound is CC(C)OC(=O)C(C)(C)Oc1ccc(C(=O)c2ccc(Cl)cc2)cc1. The result is 0 (inactive). (7) The drug is CN(C)C(=O)Oc1cc(OC(=O)N(C)C)cc(C(O)CNC(C)(C)C)c1.Cl. The result is 0 (inactive). (8) The drug is CC[N+](CC)(CC)CCC(O)(c1ccccc1)C1CCCCC1.[Cl-]. The result is 0 (inactive). (9) The molecule is CN(C)CCN(Cc1ccccc1)c1ccccn1.Cl. The result is 1 (active).